The task is: Predict the reactants needed to synthesize the given product.. This data is from Full USPTO retrosynthesis dataset with 1.9M reactions from patents (1976-2016). (1) Given the product [NH2:32][C:27]1[N:26]=[CH:25][C:24]([C:22]([C:16]2[C:15]([NH:14][S:11]([C:8]3[CH:7]=[CH:6][C:5]([C:1]([CH3:4])([CH3:2])[CH3:3])=[CH:10][CH:9]=3)(=[O:12])=[O:13])=[CH:20][C:19]([Cl:21])=[CH:18][N:17]=2)=[O:23])=[CH:29][CH:28]=1, predict the reactants needed to synthesize it. The reactants are: [C:1]([C:5]1[CH:10]=[CH:9][C:8]([S:11]([NH:14][C:15]2[C:16]([C:22]([C:24]3[CH:25]=[N:26][C:27](Cl)=[CH:28][CH:29]=3)=[O:23])=[N:17][CH:18]=[C:19]([Cl:21])[CH:20]=2)(=[O:13])=[O:12])=[CH:7][CH:6]=1)([CH3:4])([CH3:3])[CH3:2].[OH-].[NH4+:32]. (2) Given the product [CH3:1][O:2][C:3]1[CH:8]=[CH:7][C:6]([O:9][CH3:10])=[CH:5][C:4]=1[NH:11][C:12]([CH:14]1[CH2:19][CH2:18][CH2:17][CH2:16][CH2:15]1)=[S:29], predict the reactants needed to synthesize it. The reactants are: [CH3:1][O:2][C:3]1[CH:8]=[CH:7][C:6]([O:9][CH3:10])=[CH:5][C:4]=1[NH:11][C:12]([CH:14]1[CH2:19][CH2:18][CH2:17][CH2:16][CH2:15]1)=O.COC1C=CC(P2(SP(C3C=CC(OC)=CC=3)(=S)S2)=[S:29])=CC=1.O. (3) The reactants are: [Cl:1][C:2]1[CH:7]=[CH:6][C:5]([Mg]Br)=[CH:4][CH:3]=1.[CH3:10][C:11]([C:17]1[CH:18]=[C:19]2[C:24](=[C:25]([C:27]3[CH:28]=[C:29]([C:33]4[N:34]=[C:35]([C:46](=[O:48])[CH3:47])[S:36][C:37]=4[C:38]4[CH:43]=[CH:42][C:41]([S:44][CH3:45])=[CH:40][CH:39]=4)[CH:30]=[CH:31][CH:32]=3)[CH:26]=1)[N:23]=[CH:22][CH:21]=[CH:20]2)([S:13]([CH3:16])(=[O:15])=[O:14])[CH3:12].C(Cl)Cl. Given the product [Cl:1][C:2]1[CH:7]=[CH:6][C:5]([C:46]([C:35]2[S:36][C:37]([C:38]3[CH:43]=[CH:42][C:41]([S:44][CH3:45])=[CH:40][CH:39]=3)=[C:33]([C:29]3[CH:30]=[CH:31][CH:32]=[C:27]([C:25]4[CH:26]=[C:17]([C:11]([CH3:10])([S:13]([CH3:16])(=[O:15])=[O:14])[CH3:12])[CH:18]=[C:19]5[C:24]=4[N:23]=[CH:22][CH:21]=[CH:20]5)[CH:28]=3)[N:34]=2)([OH:48])[CH3:47])=[CH:4][CH:3]=1, predict the reactants needed to synthesize it.